From a dataset of Catalyst prediction with 721,799 reactions and 888 catalyst types from USPTO. Predict which catalyst facilitates the given reaction. (1) Reactant: Br[C:2]1[CH:3]=[C:4]2[CH:10]=[C:9]([C:11]3[CH:16]=[CH:15][CH:14]=[CH:13][CH:12]=3)[NH:8][C:5]2=[N:6][CH:7]=1.C([Li])CCC.[N:22]1[CH:27]=[CH:26][CH:25]=[C:24]([CH:28]=[O:29])[CH:23]=1.O. Product: [C:11]1([C:9]2[NH:8][C:5]3=[N:6][CH:7]=[C:2]([CH:28]([C:24]4[CH:23]=[N:22][CH:27]=[CH:26][CH:25]=4)[OH:29])[CH:3]=[C:4]3[CH:10]=2)[CH:16]=[CH:15][CH:14]=[CH:13][CH:12]=1. The catalyst class is: 7. (2) Reactant: C(OC([N:8]1[CH2:12][CH:11](C(C)(C)C)[C:10](C)(C)[C:9]1(O[SiH3])[C:19](=[O:33])[NH:20][C:21]1[CH:26]=[CH:25][C:24]([C:27](=[O:31])[N:28]([CH3:30])[CH3:29])=[CH:23][C:22]=1[F:32])=O)(C)(C)C.C(O)(C(F)(F)F)=[O:37]. Product: [CH3:29][N:28]([CH3:30])[C:27]([C:24]1[CH:25]=[CH:26][C:21]([NH:20][C:19]([C@H:9]2[CH2:10][C@@H:11]([OH:37])[CH2:12][NH:8]2)=[O:33])=[C:22]([F:32])[CH:23]=1)=[O:31]. The catalyst class is: 2. (3) Reactant: CC(C)([O-])C.[K+].Cl.[F:8][C:9]([F:21])([F:20])[C:10]1[CH:11]=[C:12]2[C:17](=[CH:18][CH:19]=1)[CH2:16][NH:15][CH2:14][CH2:13]2.Br[C:23]1[CH:28]=[C:27]([CH3:29])[C:26]([NH:30][C:31](=[O:37])[CH2:32][C:33]([CH3:36])([CH3:35])[CH3:34])=[C:25]([CH3:38])[CH:24]=1. Product: [CH3:29][C:27]1[CH:28]=[C:23]([N:15]2[CH2:14][CH2:13][C:12]3[C:17](=[CH:18][CH:19]=[C:10]([C:9]([F:8])([F:20])[F:21])[CH:11]=3)[CH2:16]2)[CH:24]=[C:25]([CH3:38])[C:26]=1[NH:30][C:31](=[O:37])[CH2:32][C:33]([CH3:35])([CH3:34])[CH3:36]. The catalyst class is: 11. (4) Reactant: [Cl:1][C:2]1[C:7]([N:8]2[CH2:13][CH2:12][CH:11]([C:14]3[CH:19]=[C:18]([O:20][CH3:21])[CH:17]=[CH:16][C:15]=3[O:22][CH3:23])[CH2:10][CH2:9]2)=[CH:6][N:5]=[N:4][C:3]=1[NH:24][NH:25][C:26](=O)[CH2:27][CH:28]1[CH2:30][CH2:29]1.P(Cl)(Cl)(Cl)=O. Product: [Cl:1][C:2]1[C:3]2[N:4]([C:26]([CH2:27][CH:28]3[CH2:30][CH2:29]3)=[N:25][N:24]=2)[N:5]=[CH:6][C:7]=1[N:8]1[CH2:9][CH2:10][CH:11]([C:14]2[CH:19]=[C:18]([O:20][CH3:21])[CH:17]=[CH:16][C:15]=2[O:22][CH3:23])[CH2:12][CH2:13]1. The catalyst class is: 10.